Predict the reactants needed to synthesize the given product. From a dataset of Full USPTO retrosynthesis dataset with 1.9M reactions from patents (1976-2016). (1) The reactants are: [Cl:1][C:2]1[CH:7]=[C:6](Cl)[CH:5]=[CH:4][C:3]=1[SH:9].[Br:10][C:11]1[CH:16]=[CH:15][CH:14]=[CH:13][C:12]=1S.Cl[C:19]1C=CC=C[C:20]=1[CH:21]=[O:22].ClC1C=C(C=CC=1F)C=O.[NH2:37][CH2:38][CH2:39][CH2:40][CH2:41][CH2:42]CO.N1CCCCC1. Given the product [Br:10][C:11]1[CH:16]=[CH:15][CH:14]=[CH:13][C:12]=1[S:9][C:3]1[CH:4]=[CH:5][C:6](/[CH:19]=[CH:20]/[C:21]([N:37]2[CH2:38][CH2:39][CH2:40][CH2:41][CH2:42]2)=[O:22])=[CH:7][C:2]=1[Cl:1], predict the reactants needed to synthesize it. (2) Given the product [O:24]1[CH2:25][CH2:26][N:21]([C:1](=[O:8])[CH2:2][CH2:3][CH2:4][C:5]#[CH:6])[CH2:22][CH2:23]1, predict the reactants needed to synthesize it. The reactants are: [C:1]([OH:8])(=O)[CH2:2][CH2:3][CH2:4][C:5]#[CH:6].CCN=C=NCCCN(C)C.Cl.[NH:21]1[CH2:26][CH2:25][O:24][CH2:23][CH2:22]1.